This data is from Forward reaction prediction with 1.9M reactions from USPTO patents (1976-2016). The task is: Predict the product of the given reaction. The product is: [CH2:10]([N:14]1[C:19](=[O:20])[CH:18]([C:5]2[CH:6]=[CH:7][C:2]([CH3:1])=[CH:3][CH:4]=2)[NH:17][C:16]([CH3:21])=[N:15]1)[CH2:11][CH2:12][CH3:13]. Given the reactants [CH3:1][C:2]1[CH:7]=[CH:6][C:5]([Mg]Br)=[CH:4][CH:3]=1.[CH2:10]([N:14]1[C:19](=[O:20])[CH:18]=[N:17][C:16]([CH3:21])=[N:15]1)[CH2:11][CH2:12][CH3:13].[NH4+].[Cl-].C(OCC)(=O)C, predict the reaction product.